This data is from Full USPTO retrosynthesis dataset with 1.9M reactions from patents (1976-2016). The task is: Predict the reactants needed to synthesize the given product. Given the product [NH2:1][C:2]1[C:3]([C:24](=[S:28])[NH2:25])=[N:4][C:5]([C:14]2[CH:19]=[CH:18][C:17](=[O:20])[N:16]([CH:21]([CH3:23])[CH3:22])[N:15]=2)=[C:6]([C:8]2[CH:9]=[CH:10][CH:11]=[CH:12][CH:13]=2)[N:7]=1, predict the reactants needed to synthesize it. The reactants are: [NH2:1][C:2]1[C:3]([C:24]#[N:25])=[N:4][C:5]([C:14]2[CH:19]=[CH:18][C:17](=[O:20])[N:16]([CH:21]([CH3:23])[CH3:22])[N:15]=2)=[C:6]([C:8]2[CH:13]=[CH:12][CH:11]=[CH:10][CH:9]=2)[N:7]=1.C(N)(=[S:28])C.Cl.O1CCOCC1.